Dataset: Full USPTO retrosynthesis dataset with 1.9M reactions from patents (1976-2016). Task: Predict the reactants needed to synthesize the given product. (1) Given the product [N:4]1[CH:5]=[CH:6][CH:7]=[C:2]([NH:1][S:17]([C:13]2[CH:12]=[C:11]([N+:8]([O-:10])=[O:9])[CH:16]=[CH:15][CH:14]=2)(=[O:18])=[O:19])[CH:3]=1, predict the reactants needed to synthesize it. The reactants are: [NH2:1][C:2]1[CH:3]=[N:4][CH:5]=[CH:6][CH:7]=1.[N+:8]([C:11]1[CH:12]=[C:13]([S:17](Cl)(=[O:19])=[O:18])[CH:14]=[CH:15][CH:16]=1)([O-:10])=[O:9]. (2) Given the product [NH2:1][C:2]1[CH:7]=[C:6]([C:8](=[O:10])[NH2:9])[N:5]=[C:4]([CH:11]2[CH2:16][CH2:15][N:14]([C:17]([O:19][C:20]([CH3:23])([CH3:22])[CH3:21])=[O:18])[CH2:13][CH2:12]2)[CH:3]=1, predict the reactants needed to synthesize it. The reactants are: [NH2:1][C:2]1[CH:7]=[C:6]([C:8](=[O:10])[NH2:9])[N:5]=[C:4]([C:11]2[CH2:12][CH2:13][N:14]([C:17]([O:19][C:20]([CH3:23])([CH3:22])[CH3:21])=[O:18])[CH2:15][CH:16]=2)[CH:3]=1. (3) Given the product [CH3:8][C:6]1[CH:7]=[C:2]([CH3:3])[CH:1]=[C:11]2[C:12]([O:14][C:15](=[O:17])[C:16]=12)=[O:13], predict the reactants needed to synthesize it. The reactants are: [CH3:1][C:2]1[CH:7]=[C:6]([CH3:8])OC(=O)[CH:3]=1.Cl[C:11]1[C:12]([O:14][C:15](=[O:17])[CH:16]=1)=[O:13]. (4) Given the product [CH:1]1([O:7][C:8]2[CH:16]=[CH:15][C:14]([S:17]([CH3:20])(=[O:19])=[O:18])=[CH:13][C:9]=2[C:10]([N:24]2[CH2:25][CH2:26][N:21]([C:27]3[S:28][C:29]([C:32]#[N:33])=[CH:30][N:31]=3)[CH2:22][CH2:23]2)=[O:12])[CH2:2][CH2:3][CH2:4][CH2:5][CH2:6]1, predict the reactants needed to synthesize it. The reactants are: [CH:1]1([O:7][C:8]2[CH:16]=[CH:15][C:14]([S:17]([CH3:20])(=[O:19])=[O:18])=[CH:13][C:9]=2[C:10]([OH:12])=O)[CH2:6][CH2:5][CH2:4][CH2:3][CH2:2]1.[N:21]1([C:27]2[S:28][C:29]([C:32]#[N:33])=[CH:30][N:31]=2)[CH2:26][CH2:25][NH:24][CH2:23][CH2:22]1. (5) Given the product [CH:31]1([C@@H:36]2[NH:41][C:40](=[O:42])[C@H:39]([CH2:43][CH:44]([CH3:46])[CH3:45])[N:38]([C:59]([C:56]3[O:13][N:12]=[C:54]([C:51]4[CH:50]=[CH:49][C:48]([F:47])=[CH:53][CH:52]=4)[N:55]=3)=[O:61])[CH2:37]2)[CH2:32][CH2:33][CH2:34][CH2:35]1, predict the reactants needed to synthesize it. The reactants are: FC1C=C(C2[O:13][N:12]=C(C(N3C[C@H](CC(C)C)NC(=O)[C@@H]3CC(C)C)=O)C=2)C=CC=1F.[CH:31]1([C@@H:36]2[NH:41][C:40](=[O:42])[C@H:39]([CH2:43][CH:44]([CH3:46])[CH3:45])[NH:38][CH2:37]2)[CH2:35][CH2:34][CH2:33][CH2:32]1.[F:47][C:48]1[CH:53]=[CH:52][C:51]([C:54]2ON=[C:56]([C:59]([OH:61])=O)[N:55]=2)=[CH:50][CH:49]=1. (6) Given the product [C:52]([O:55][C:36]1[CH:37]=[CH:38][C:39]([Cl:42])=[CH:40][C:35]=1/[CH:34]=[CH:4]/[C:3]1[CH:6]=[CH:7][CH:8]=[CH:9][C:2]=1[Br:1])(=[O:54])[CH3:53], predict the reactants needed to synthesize it. The reactants are: [Br:1][C:2]1[CH:9]=[CH:8][CH:7]=[CH:6][C:3]=1[CH2:4]Br.P(OCC)(OCC)OCC.CC([O-])(C)C.[K+].C(OP([CH2:34][C:35]1[CH:40]=[CH:39][CH:38]=[CH:37][C:36]=1Br)(=O)OCC)C.[Cl:42]OC1C(=CC=CC=1)C=O.[C:52]([O:55]C(=O)C)(=[O:54])[CH3:53].Cl. (7) Given the product [C:29]([NH:1][C:2]1[CH:3]=[C:4]([CH:21]=[CH:22][C:23]=1[CH2:24][S:25]([CH3:28])(=[O:27])=[O:26])[C:5]([NH:7][C:8]1[CH:13]=[CH:12][C:11]([Cl:14])=[C:10]([C:15]2[CH:20]=[CH:19][CH:18]=[CH:17][N:16]=2)[CH:9]=1)=[O:6])(=[O:36])[C:30]1[CH:35]=[CH:34][CH:33]=[CH:32][CH:31]=1, predict the reactants needed to synthesize it. The reactants are: [NH2:1][C:2]1[CH:3]=[C:4]([CH:21]=[CH:22][C:23]=1[CH2:24][S:25]([CH3:28])(=[O:27])=[O:26])[C:5]([NH:7][C:8]1[CH:13]=[CH:12][C:11]([Cl:14])=[C:10]([C:15]2[CH:20]=[CH:19][CH:18]=[CH:17][N:16]=2)[CH:9]=1)=[O:6].[C:29](Cl)(=[O:36])[C:30]1[CH:35]=[CH:34][CH:33]=[CH:32][CH:31]=1.